This data is from Peptide-MHC class II binding affinity with 134,281 pairs from IEDB. The task is: Regression. Given a peptide amino acid sequence and an MHC pseudo amino acid sequence, predict their binding affinity value. This is MHC class II binding data. (1) The peptide sequence is TVMPLLCGIGCAMLH. The MHC is HLA-DQA10201-DQB10303 with pseudo-sequence HLA-DQA10201-DQB10303. The binding affinity (normalized) is 0.373. (2) The peptide sequence is WKPDTVYTSKLQFGA. The MHC is HLA-DQA10301-DQB10302 with pseudo-sequence HLA-DQA10301-DQB10302. The binding affinity (normalized) is 0.0615. (3) The peptide sequence is PTLAFPAGVCPTIGV. The MHC is HLA-DPA10103-DPB10301 with pseudo-sequence HLA-DPA10103-DPB10301. The binding affinity (normalized) is 0.0192.